From a dataset of TCR-epitope binding with 47,182 pairs between 192 epitopes and 23,139 TCRs. Binary Classification. Given a T-cell receptor sequence (or CDR3 region) and an epitope sequence, predict whether binding occurs between them. The epitope is FLPRVFSAV. The TCR CDR3 sequence is CASSYFVGTSGAPSTDTQYF. Result: 1 (the TCR binds to the epitope).